Dataset: Peptide-MHC class I binding affinity with 185,985 pairs from IEDB/IMGT. Task: Regression. Given a peptide amino acid sequence and an MHC pseudo amino acid sequence, predict their binding affinity value. This is MHC class I binding data. (1) The peptide sequence is IVYKNCVLR. The MHC is HLA-A03:01 with pseudo-sequence HLA-A03:01. The binding affinity (normalized) is 0.552. (2) The peptide sequence is EVVMAYVGIK. The MHC is HLA-B54:01 with pseudo-sequence HLA-B54:01. The binding affinity (normalized) is 0.170. (3) The peptide sequence is QMREIITGNK. The MHC is HLA-A11:01 with pseudo-sequence HLA-A11:01. The binding affinity (normalized) is 0.312.